Dataset: HIV replication inhibition screening data with 41,000+ compounds from the AIDS Antiviral Screen. Task: Binary Classification. Given a drug SMILES string, predict its activity (active/inactive) in a high-throughput screening assay against a specified biological target. The molecule is CCOC(=O)c1ccc(CS(=O)(=O)c2ccc(OC)cc2)c([N+](=O)[O-])c1. The result is 0 (inactive).